This data is from Full USPTO retrosynthesis dataset with 1.9M reactions from patents (1976-2016). The task is: Predict the reactants needed to synthesize the given product. (1) Given the product [O:16]=[C:12]1[NH:11][C:10]2[C:17]3[C:22]([CH:23]=[CH:24][C:9]=2[N:8]([C:5]2[CH:6]=[CH:7][C:2]([NH:1][S:33]([C:29]4[CH:30]=[CH:31][CH:32]=[C:27]([O:26][CH3:25])[CH:28]=4)(=[O:35])=[O:34])=[CH:3][CH:4]=2)[C:14](=[O:15])[CH2:13]1)=[CH:21][CH:20]=[CH:19][CH:18]=3, predict the reactants needed to synthesize it. The reactants are: [NH2:1][C:2]1[CH:7]=[CH:6][C:5]([N:8]2[C:14](=[O:15])[CH2:13][C:12](=[O:16])[NH:11][C:10]3[C:17]4[C:22]([CH:23]=[CH:24][C:9]2=3)=[CH:21][CH:20]=[CH:19][CH:18]=4)=[CH:4][CH:3]=1.[CH3:25][O:26][C:27]1[CH:28]=[C:29]([S:33](Cl)(=[O:35])=[O:34])[CH:30]=[CH:31][CH:32]=1. (2) Given the product [CH:4]12[NH:1][CH:9]1[CH2:8][CH2:7][N:6]([C:11]([O:13][CH2:14][C:15]1[CH:20]=[CH:19][CH:18]=[CH:17][CH:16]=1)=[O:12])[CH2:5]2, predict the reactants needed to synthesize it. The reactants are: [N:1]([CH:4]1[CH:9](O)[CH2:8][CH2:7][N:6]([C:11]([O:13][CH2:14][C:15]2[CH:20]=[CH:19][CH:18]=[CH:17][CH:16]=2)=[O:12])[CH2:5]1)=[N+]=[N-].N(C1CCN(C(OCC2C=CC=CC=2)=O)CC1O)=[N+]=[N-].C1C=CC(P(C2C=CC=CC=2)C2C=CC=CC=2)=CC=1. (3) Given the product [CH:14]1([NH:13][C:11](=[O:12])[C:10]2[CH:17]=[CH:18][C:19]([CH3:20])=[C:8]([NH:7][C:3](=[O:5])[CH2:2][SH:1])[CH:9]=2)[CH2:15][CH2:16]1, predict the reactants needed to synthesize it. The reactants are: [SH:1][CH2:2][C:3]([OH:5])=O.Cl.[NH2:7][C:8]1[CH:9]=[C:10]([CH:17]=[CH:18][C:19]=1[CH3:20])[C:11]([NH:13][CH:14]1[CH2:16][CH2:15]1)=[O:12]. (4) Given the product [C:22]([C:26]1[CH:31]=[CH:30][C:29]2[NH:32][C:5]([C:4]3[CH:7]=[CH:8][C:9]([O:10][CH2:11][CH2:12][CH2:13][N:14]4[CH2:20][CH2:19][CH2:18][N:17]([CH3:21])[CH2:16][CH2:15]4)=[C:2]([Cl:1])[CH:3]=3)=[N:33][C:28]=2[CH:27]=1)([CH3:25])([CH3:23])[CH3:24], predict the reactants needed to synthesize it. The reactants are: [Cl:1][C:2]1[CH:3]=[C:4]([CH:7]=[CH:8][C:9]=1[O:10][CH2:11][CH2:12][CH2:13][N:14]1[CH2:20][CH2:19][CH2:18][N:17]([CH3:21])[CH2:16][CH2:15]1)[CH:5]=O.[C:22]([C:26]1[CH:27]=[C:28]([NH2:33])[C:29]([NH2:32])=[CH:30][CH:31]=1)([CH3:25])([CH3:24])[CH3:23]. (5) Given the product [Cl:19][C:20]1[CH:25]=[CH:24][C:23]([NH:26][C:27]([NH:18][C@H:15]2[CH2:16][CH2:17][C@H:12]([C:5]3[C:4]4[C:9](=[CH:10][CH:11]=[C:2]([F:1])[CH:3]=4)[N:8]=[CH:7][CH:6]=3)[CH2:13][CH2:14]2)=[O:28])=[CH:22][CH:21]=1, predict the reactants needed to synthesize it. The reactants are: [F:1][C:2]1[CH:3]=[C:4]2[C:9](=[CH:10][CH:11]=1)[N:8]=[CH:7][CH:6]=[C:5]2[C@H:12]1[CH2:17][CH2:16][C@H:15]([NH2:18])[CH2:14][CH2:13]1.[Cl:19][C:20]1[CH:25]=[CH:24][C:23]([N:26]=[C:27]=[O:28])=[CH:22][CH:21]=1.